Dataset: Reaction yield outcomes from USPTO patents with 853,638 reactions. Task: Predict the reaction yield, written as a fraction of the theoretical maximum amount of product (1.0 means a 100% yield; for example, 0.34 means a 34% yield). The reactants are [C:1](C1C=CC(OCC(O)=O)=CC=1)(C)(C)C.[CH3:16][O:17][C:18](=[O:27])[C:19]1[CH:24]=[CH:23][C:22]([NH2:25])=[C:21]([NH2:26])[CH:20]=1.C(OCC)(=O)C.C(=O)(O)[O-].[Na+]. The catalyst is C[Si](OP(=O)=O)(C)C. The product is [CH3:16][O:17][C:18]([C:19]1[CH:24]=[CH:23][C:22]2[NH:25][CH:1]=[N:26][C:21]=2[CH:20]=1)=[O:27]. The yield is 0.800.